Dataset: Full USPTO retrosynthesis dataset with 1.9M reactions from patents (1976-2016). Task: Predict the reactants needed to synthesize the given product. (1) Given the product [NH2:17][S:14]([C:7]12[CH2:12][CH:11]3[CH2:10][CH:9]([CH2:13][CH:5]([C:4]3=[O:3])[CH2:6]1)[CH2:8]2)(=[O:15])=[O:16], predict the reactants needed to synthesize it. The reactants are: C1O[C:4]2([CH:11]3[CH2:12][C:7]4([S:14]([NH2:17])(=[O:16])=[O:15])[CH2:8][CH:9]([CH2:13][CH:5]2[CH2:6]4)[CH2:10]3)[O:3]C1.Cl. (2) Given the product [Br:8][C:5]1[CH:6]=[CH:7][C:2]([F:1])=[C:3]([O:9][CH2:17][CH:18]([F:20])[F:19])[CH:4]=1, predict the reactants needed to synthesize it. The reactants are: [F:1][C:2]1[CH:7]=[CH:6][C:5]([Br:8])=[CH:4][C:3]=1[OH:9].C([O-])([O-])=O.[Cs+].[Cs+].Br[CH2:17][CH:18]([F:20])[F:19]. (3) Given the product [CH3:1][C:2]1([CH3:11])[NH:8][C:7]([CH3:10])([CH3:9])[CH2:6][C:4]2([O:15][CH2:12][CH2:13][CH2:18][O:5]2)[CH2:3]1, predict the reactants needed to synthesize it. The reactants are: [CH3:1][C:2]1([CH3:11])[NH:8][C:7]([CH3:10])([CH3:9])[CH2:6][C:4](=[O:5])[CH2:3]1.[CH2:12]([OH:15])[CH2:13]O.Cl.O.[C:18]1(C)C=CC=CC=1. (4) Given the product [Cl:1][C:2]1[C:3]([C:14]([F:17])([F:16])[F:15])=[N:4][N:5]([C:8]([CH3:13])([CH3:12])[C:9]([N:29]2[CH2:30][CH2:31][CH2:32][C:33]3[N:25]([C:22]4[CH:23]=[CH:24][C:19]([F:18])=[CH:20][CH:21]=4)[N:26]=[CH:27][C:28]2=3)=[O:11])[C:6]=1[CH3:7], predict the reactants needed to synthesize it. The reactants are: [Cl:1][C:2]1[C:3]([C:14]([F:17])([F:16])[F:15])=[N:4][N:5]([C:8]([CH3:13])([CH3:12])[C:9]([OH:11])=O)[C:6]=1[CH3:7].[F:18][C:19]1[CH:24]=[CH:23][C:22]([N:25]2[C:33]3[CH2:32][CH2:31][CH2:30][NH:29][C:28]=3[CH:27]=[N:26]2)=[CH:21][CH:20]=1. (5) Given the product [Cl:1][C:2]1[CH:11]=[C:6]([CH2:7][OH:8])[CH:5]=[N:4][C:3]=1[O:12][CH2:13][C:14]([F:15])([F:16])[F:17], predict the reactants needed to synthesize it. The reactants are: [Cl:1][C:2]1[C:3]([O:12][CH2:13][C:14]([F:17])([F:16])[F:15])=[N:4][CH:5]=[C:6]([CH:11]=1)[C:7](OC)=[O:8].[H-]. (6) Given the product [OH:6][C:7]1[C:8]2[N:23]=[C:21]([NH:20][C:24]3[CH:25]=[C:26]([S:30]([NH2:33])(=[O:31])=[O:32])[CH:27]=[CH:28][CH:29]=3)[N:22]=[CH:13][C:9]=2[CH2:10][CH2:11][CH:12]=1, predict the reactants needed to synthesize it. The reactants are: C([Si](C)(C)[O:6][C:7]1[C:8](=O)[C:9](=[CH:13]N(C)C)[CH2:10][CH2:11][CH:12]=1)(C)(C)C.[NH:20]([C:24]1[CH:25]=[C:26]([S:30]([NH2:33])(=[O:32])=[O:31])[CH:27]=[CH:28][CH:29]=1)[C:21]([NH2:23])=[NH:22].C(=O)([O-])[O-].[K+].[K+]. (7) Given the product [N:1]([C@H:4]([C:5](=[O:6])[NH:7][C:8]1[CH:9]=[N:10][C:11]2[C:16]([CH:17]=1)=[CH:15][CH:14]=[CH:13][CH:12]=2)[CH2:18][CH:19]1[CH2:24][CH2:23][N:22]([C:30]([O:29][C:26]([CH3:28])([CH3:27])[CH3:25])=[O:31])[CH2:21][CH2:20]1)=[N+:2]=[N-:3], predict the reactants needed to synthesize it. The reactants are: [N:1]([C@@H:4]([CH2:18][CH:19]1[CH2:24][CH2:23][NH:22][CH2:21][CH2:20]1)[C:5]([NH:7][C:8]1[CH:9]=[N:10][C:11]2[C:16]([CH:17]=1)=[CH:15][CH:14]=[CH:13][CH:12]=2)=[O:6])=[N+:2]=[N-:3].[CH3:25][C:26]([O:29][C:30](O[C:30]([O:29][C:26]([CH3:28])([CH3:27])[CH3:25])=[O:31])=[O:31])([CH3:28])[CH3:27].